This data is from Full USPTO retrosynthesis dataset with 1.9M reactions from patents (1976-2016). The task is: Predict the reactants needed to synthesize the given product. (1) Given the product [ClH:57].[ClH:57].[F:48][C:44]1([F:47])[CH2:45][CH2:46][CH:41]([C@H:13]([NH:12][C:10](=[O:11])[C@H:9]([CH3:49])[NH:7][CH3:6])[C:14]([N:16]2[C@H:21]([C:22]([NH:23][C@H:24]3[C:33]4[C:28](=[CH:29][CH:30]=[CH:31][CH:32]=4)[O:27][CH2:26][CH2:25]3)=[O:34])[CH2:20][N:19]3[CH2:35][C@H:36]([O:38][CH2:39][CH3:40])[CH2:37][C@H:18]3[CH2:17]2)=[O:15])[CH2:42][CH2:43]1, predict the reactants needed to synthesize it. The reactants are: C(O[C:6](=O)[N:7]([C@@H:9]([CH3:49])[C:10]([NH:12][C@@H:13]([CH:41]1[CH2:46][CH2:45][C:44]([F:48])([F:47])[CH2:43][CH2:42]1)[C:14]([N:16]1[C@H:21]([C:22](=[O:34])[NH:23][C@H:24]2[C:33]3[C:28](=[CH:29][CH:30]=[CH:31][CH:32]=3)[O:27][CH2:26][CH2:25]2)[CH2:20][N:19]2[CH2:35][C@H:36]([O:38][CH2:39][CH3:40])[CH2:37][C@H:18]2[CH2:17]1)=[O:15])=[O:11])C)(C)(C)C.C(OCC)(=O)C.[ClH:57].C(OCC)C. (2) Given the product [F:29][C:30]1[CH:35]=[C:34]([F:36])[CH:33]=[CH:32][C:31]=1[CH2:37][NH:38][C:43]([C:2]1[C:3](=[O:19])[C:4]([O:17][CH3:18])=[C:5]2[C:13](=[O:14])[N:12]([CH2:15][CH3:16])[CH2:11][CH:7]3[CH2:8][CH2:9][C:10]=1[N:6]23)=[O:44], predict the reactants needed to synthesize it. The reactants are: Br[C:2]1[C:3](=[O:19])[C:4]([O:17][CH3:18])=[C:5]2[C:13](=[O:14])[N:12]([CH2:15][CH3:16])[CH2:11][CH:7]3[CH2:8][CH2:9][C:10]=1[N:6]23.CCN(C(C)C)C(C)C.[F:29][C:30]1[CH:35]=[C:34]([F:36])[CH:33]=[CH:32][C:31]=1[CH2:37][NH2:38].CS(C)=O.[CH3:43][OH:44]. (3) Given the product [NH:1]1[C:2]2[CH:7]=[CH:6][CH:5]=[CH:4][C:3]=2[N:8]=[C:9]1/[CH:10]=[CH:11]/[C:12]1[CH:17]=[CH:16][C:15]([N:18]2[S:19](=[O:25])(=[O:24])[NH:20][C:21](=[O:23])[CH2:22]2)=[C:14]([O:26][CH2:27][C:28]2[CH:33]=[CH:32][CH:31]=[CH:30][CH:29]=2)[CH:13]=1, predict the reactants needed to synthesize it. The reactants are: [NH2:1][C:2]1[CH:7]=[CH:6][CH:5]=[CH:4][C:3]=1[NH:8][C:9](=O)/[CH:10]=[CH:11]/[C:12]1[CH:17]=[CH:16][C:15]([N:18]2[CH2:22][C:21](=[O:23])[NH:20][S:19]2(=[O:25])=[O:24])=[C:14]([O:26][CH2:27][C:28]2[CH:33]=[CH:32][CH:31]=[CH:30][CH:29]=2)[CH:13]=1. (4) Given the product [CH2:1]([NH:8][C:9]1([CH2:26][C:25]2[CH:29]=[CH:30][CH:31]=[CH:32][C:24]=2[F:23])[CH2:14][CH2:13][CH2:12][CH:11]([NH:15][C:16](=[O:22])[O:17][C:18]([CH3:19])([CH3:21])[CH3:20])[CH2:10]1)[C:2]1[CH:7]=[CH:6][CH:5]=[CH:4][CH:3]=1, predict the reactants needed to synthesize it. The reactants are: [CH2:1]([N:8]=[C:9]1[CH2:14][CH2:13][CH2:12][CH:11]([NH:15][C:16](=[O:22])[O:17][C:18]([CH3:21])([CH3:20])[CH3:19])[CH2:10]1)[C:2]1[CH:7]=[CH:6][CH:5]=[CH:4][CH:3]=1.[F:23][C:24]1[CH:32]=[CH:31][CH:30]=[CH:29][C:25]=1[CH2:26][Mg]Cl.CCOCC.O. (5) Given the product [Cl:10][C:6]1[CH:5]=[C:4]([F:11])[C:3]([N:12]2[C:17](=[O:18])[CH:16]=[C:15]([C:19]([F:22])([F:21])[F:20])[N:14]([CH3:23])[C:13]2=[O:24])=[C:2]([NH:1][NH2:25])[C:7]=1[O:8][CH3:9], predict the reactants needed to synthesize it. The reactants are: [NH2:1][C:2]1[C:7]([O:8][CH3:9])=[C:6]([Cl:10])[CH:5]=[C:4]([F:11])[C:3]=1[N:12]1[C:17](=[O:18])[CH:16]=[C:15]([C:19]([F:22])([F:21])[F:20])[N:14]([CH3:23])[C:13]1=[O:24].[N:25]([O-])=O.[Na+].O.O.Cl[Sn]Cl. (6) Given the product [O:7]=[C:6]1[C:5]2[C:4](=[CH:11][CH:10]=[CH:9][CH:8]=2)[C:3](=[O:12])[N:2]1[O:1][CH2:21][C:22]([O:24][C:25]([CH3:28])([CH3:27])[CH3:26])=[O:23], predict the reactants needed to synthesize it. The reactants are: [OH:1][N:2]1[C:6](=[O:7])[C:5]2=[CH:8][CH:9]=[CH:10][CH:11]=[C:4]2[C:3]1=[O:12].C(N(CC)CC)C.Br[CH2:21][C:22]([O:24][C:25]([CH3:28])([CH3:27])[CH3:26])=[O:23]. (7) Given the product [CH3:14][C:13]1([C:10]2[CH:11]=[CH:12][S:8][CH:9]=2)[O:6][CH2:5][C:2]([CH3:7])([CH3:1])[CH2:3][O:4]1, predict the reactants needed to synthesize it. The reactants are: [CH3:1][C:2]([CH3:7])([CH2:5][OH:6])[CH2:3][OH:4].[S:8]1[CH:12]=[CH:11][C:10]([C:13](=O)[CH3:14])=[CH:9]1.O.